From a dataset of Peptide-MHC class I binding affinity with 185,985 pairs from IEDB/IMGT. Regression. Given a peptide amino acid sequence and an MHC pseudo amino acid sequence, predict their binding affinity value. This is MHC class I binding data. The MHC is HLA-B58:01 with pseudo-sequence HLA-B58:01. The peptide sequence is KLFGFGAQF. The binding affinity (normalized) is 0.580.